From a dataset of Full USPTO retrosynthesis dataset with 1.9M reactions from patents (1976-2016). Predict the reactants needed to synthesize the given product. (1) The reactants are: [O:1]1[CH2:6][CH2:5][CH:4]([CH2:7][CH2:8][N:9]2[C:13]3=[N:14][C:15]([Sn](C)(C)C)=[CH:16][N:17]=[C:12]3[NH:11][C:10]2=[O:22])[CH2:3][CH2:2]1.[C:38]1([CH3:43])[CH:39]=[CH:40][CH:41]=[CH:42][C:37]=1P([C:37]1[CH:42]=[CH:41][CH:40]=[CH:39][C:38]=1[CH3:43])[C:37]1[CH:42]=[CH:41][CH:40]=[CH:39][C:38]=1[CH3:43].C([N:47]([CH2:50][CH3:51])CC)C.Cl.[CH3:53]N(C)C=O. Given the product [NH:47]1[CH2:50][CH2:51][CH2:53][CH:43]1[C:38]1[CH:37]=[CH:42][C:41]([C:15]2[N:14]=[C:13]3[N:9]([CH2:8][CH2:7][CH:4]4[CH2:5][CH2:6][O:1][CH2:2][CH2:3]4)[C:10](=[O:22])[NH:11][C:12]3=[N:17][CH:16]=2)=[CH:40][CH:39]=1, predict the reactants needed to synthesize it. (2) Given the product [ClH:24].[CH2:21]([N:18]1[CH2:17][CH2:16][N:15]([CH2:14][C:11]2[CH:12]=[CH:13][C:8]([NH2:7])=[N:9][CH:10]=2)[CH2:20][CH2:19]1)[CH3:22], predict the reactants needed to synthesize it. The reactants are: C(OC(=O)[NH:7][C:8]1[CH:13]=[CH:12][C:11]([CH2:14][N:15]2[CH2:20][CH2:19][N:18]([CH2:21][CH3:22])[CH2:17][CH2:16]2)=[CH:10][N:9]=1)(C)(C)C.[ClH:24]. (3) Given the product [Cl:39][C:36]1[CH:37]=[CH:38][C:33]([C@@:13]23[O:32][C@@:10]([CH:52]([OH:54])[CH3:53])([CH2:11][O:12]2)[C@@H:9]([OH:8])[C@H:15]([OH:16])[C@H:14]3[OH:24])=[CH:34][C:35]=1[CH2:40][C:41]1[CH:46]=[CH:45][C:44]([O:47][CH2:48][CH3:49])=[C:43]([F:50])[C:42]=1[F:51], predict the reactants needed to synthesize it. The reactants are: C([O:8][C@H:9]1[C@H:15]([O:16]CC2C=CC=CC=2)[C@@H:14]([O:24]CC2C=CC=CC=2)[C@:13]2([C:33]3[CH:38]=[CH:37][C:36]([Cl:39])=[C:35]([CH2:40][C:41]4[CH:46]=[CH:45][C:44]([O:47][CH2:48][CH3:49])=[C:43]([F:50])[C:42]=4[F:51])[CH:34]=3)[O:32][C@@:10]1([CH:52]([OH:54])[CH3:53])[CH2:11][O:12]2)C1C=CC=CC=1.ClC1C=CC=CC=1Cl. (4) Given the product [N:32]1[CH:33]=[CH:34][CH:35]=[C:30]([NH:29][C:16]([CH:13]2[CH2:12][CH2:11][N:10]([C:8]3[CH:7]=[CH:6][C:5]4[S:1][CH:2]=[N:3][C:4]=4[CH:9]=3)[CH2:15][CH2:14]2)=[O:18])[CH:31]=1, predict the reactants needed to synthesize it. The reactants are: [S:1]1[C:5]2[CH:6]=[CH:7][C:8]([N:10]3[CH2:15][CH2:14][CH:13]([C:16]([OH:18])=O)[CH2:12][CH2:11]3)=[CH:9][C:4]=2[N:3]=[CH:2]1.BrC1C=CC2SC=NC=2C=1.[NH2:29][C:30]1[CH:31]=[N:32][CH:33]=[CH:34][CH:35]=1. (5) Given the product [F:1][C:2]1[CH:3]=[C:4]([CH:16]=[CH:17][CH:18]=1)[CH2:5][CH:6]1[CH2:11][CH:10]([C:12]([O:14][CH3:15])=[O:13])[CH2:9][CH2:8][N:7]1[C:28]([O:29][CH3:30])=[O:31], predict the reactants needed to synthesize it. The reactants are: [F:1][C:2]1[CH:3]=[C:4]([CH:16]=[CH:17][CH:18]=1)[CH2:5][CH:6]1[CH2:11][CH:10]([C:12]([O:14][CH3:15])=[O:13])[CH2:9][CH2:8][NH:7]1.CCN(C(C)C)C(C)C.[C:28](Cl)(=[O:31])[O:29][CH3:30]. (6) Given the product [CH3:1][N:2](/[CH:12]=[C:14](\[CH2:15][CH3:16])/[C:13]([O:18][CH2:19][CH3:20])=[O:17])[CH3:3], predict the reactants needed to synthesize it. The reactants are: [CH3:1][N:2]([CH3:12])[CH:3](OC(C)(C)C)N(C)C.[C:13]([O:18][CH2:19][CH3:20])(=[O:17])[CH2:14][CH2:15][CH3:16]. (7) Given the product [C:49]([O:48][C:46](=[O:47])[CH2:45][C:35]1([CH2:37][C:38](=[O:44])[O:39][C:40]([CH3:43])([CH3:42])[CH3:41])[O:34][N:33]=[C:32]([C:11]2[CH:10]=[C:9]([OH:8])[CH:14]=[CH:13][C:12]=2[CH:15]2[CH2:16][CH2:17][N:18]([C:21](=[O:31])[CH2:22][CH2:23][C:24]([O:26][C:27]([CH3:30])([CH3:29])[CH3:28])=[O:25])[CH2:19][CH2:20]2)[CH2:36]1)([CH3:50])([CH3:51])[CH3:52], predict the reactants needed to synthesize it. The reactants are: C([O:8][C:9]1[CH:14]=[CH:13][C:12]([C:15]2[CH2:16][CH2:17][N:18]([C:21](=[O:31])[CH2:22][CH2:23][C:24]([O:26][C:27]([CH3:30])([CH3:29])[CH3:28])=[O:25])[CH2:19][CH:20]=2)=[C:11]([C:32]2[CH2:36][C:35]([CH2:45][C:46]([O:48][C:49]([CH3:52])([CH3:51])[CH3:50])=[O:47])([CH2:37][C:38](=[O:44])[O:39][C:40]([CH3:43])([CH3:42])[CH3:41])[O:34][N:33]=2)[CH:10]=1)C1C=CC=CC=1.[H][H]. (8) Given the product [CH3:21][C@H:9]1[N:8]([C:5]2[N:4]=[CH:3][C:2]([O:1][CH2:24][C:25]3[CH:30]=[CH:29][N:28]=[CH:27][CH:26]=3)=[CH:7][N:6]=2)[CH2:13][CH2:12][N:11]([C:14]([O:16][C:17]([CH3:20])([CH3:19])[CH3:18])=[O:15])[CH2:10]1, predict the reactants needed to synthesize it. The reactants are: [OH:1][C:2]1[CH:3]=[N:4][C:5]([N:8]2[CH2:13][CH2:12][N:11]([C:14]([O:16][C:17]([CH3:20])([CH3:19])[CH3:18])=[O:15])[CH2:10][C@H:9]2[CH3:21])=[N:6][CH:7]=1.Cl.Cl[CH2:24][C:25]1[CH:30]=[CH:29][N:28]=[CH:27][CH:26]=1.C(=O)([O-])[O-].[Cs+].[Cs+].CN(C=O)C.